This data is from Catalyst prediction with 721,799 reactions and 888 catalyst types from USPTO. The task is: Predict which catalyst facilitates the given reaction. (1) Reactant: [Cl:1][C:2]1[CH:7]=[C:6]([C:8]([F:11])([F:10])[F:9])[CH:5]=[C:4]([Cl:12])[C:3]=1[NH:13][NH:14][CH2:15][CH2:16][C:17]#[N:18]. Product: [Cl:1][C:2]1[CH:7]=[C:6]([C:8]([F:10])([F:9])[F:11])[CH:5]=[C:4]([Cl:12])[C:3]=1[NH:13][N:14]=[CH:15][CH2:16][C:17]#[N:18].[Cl:1][C:2]1[CH:7]=[C:6]([C:8]([F:10])([F:9])[F:11])[CH:5]=[C:4]([Cl:12])[C:3]=1[N:13]=[N:14][CH2:15][CH2:16][C:17]#[N:18]. The catalyst class is: 159. (2) Reactant: [N:1]1[C:10]2[C:5](=[CH:6][CH:7]=[CH:8][CH:9]=2)[CH:4]=[CH:3][C:2]=1[NH:11][CH2:12][CH2:13][NH:14]C(=O)OC(C)(C)C.C(Cl)[Cl:23]. Product: [ClH:23].[N:1]1[C:10]2[C:5](=[CH:6][CH:7]=[CH:8][CH:9]=2)[CH:4]=[CH:3][C:2]=1[NH:11][CH2:12][CH2:13][NH2:14]. The catalyst class is: 55. (3) Reactant: [Cl:1][C:2]1[CH:7]=[CH:6][CH:5]=[CH:4][C:3]=1[N:8]1[C:16]2[CH2:15][CH2:14][NH:13][CH2:12][C:11]=2[CH:10]=[C:9]1[C:17]1[CH:22]=[CH:21][C:20]([O:23][CH3:24])=[CH:19][CH:18]=1.[Cl:25][C:26]1[CH:27]=[C:28]([CH:32]=[CH:33][CH:34]=1)[C:29](Cl)=[O:30]. Product: [Cl:25][C:26]1[CH:27]=[C:28]([CH:32]=[CH:33][CH:34]=1)[C:29]([N:13]1[CH2:14][CH2:15][C:16]2[N:8]([C:3]3[CH:4]=[CH:5][CH:6]=[CH:7][C:2]=3[Cl:1])[C:9]([C:17]3[CH:18]=[CH:19][C:20]([O:23][CH3:24])=[CH:21][CH:22]=3)=[CH:10][C:11]=2[CH2:12]1)=[O:30]. The catalyst class is: 4. (4) Reactant: C(N(CC)CC)C.[O:8]1[CH:12]=[CH:11][CH:10]=[C:9]1[C:13](Cl)=[O:14].[NH2:16][C:17]1[CH:29]=[C:28]([CH2:30][CH2:31][C:32]2[CH:37]=[CH:36][CH:35]=[CH:34][CH:33]=2)[CH:27]=[CH:26][C:18]=1[C:19]([O:21][C:22]([CH3:25])([CH3:24])[CH3:23])=[O:20].C(=O)([O-])O.[Na+]. Product: [O:8]1[CH:12]=[CH:11][CH:10]=[C:9]1[C:13]([NH:16][C:17]1[CH:29]=[C:28]([CH2:30][CH2:31][C:32]2[CH:33]=[CH:34][CH:35]=[CH:36][CH:37]=2)[CH:27]=[CH:26][C:18]=1[C:19]([O:21][C:22]([CH3:25])([CH3:24])[CH3:23])=[O:20])=[O:14]. The catalyst class is: 2. (5) Reactant: ClC[CH2:3][CH2:4][CH2:5][O:6][CH2:7][CH2:8][CH2:9][CH2:10]Cl.[OH:12][C:13]1[CH:21]=[CH:20][C:16]([C:17]([OH:19])=[O:18])=[CH:15][CH:14]=1.C(=O)([O-])[O-].[K+].[K+].CN(C)C=O. Product: [CH2:5]([O:6][CH2:7][CH2:8][CH2:9][CH2:10][O:12][C:13]1[CH:21]=[CH:20][C:16]([C:17]([OH:19])=[O:18])=[CH:15][CH:14]=1)[CH:4]=[CH2:3]. The catalyst class is: 6. (6) Reactant: [O:1]1[CH2:5][CH2:4][CH:3]([CH2:6][OH:7])[CH2:2]1.C(N(CC)CC)C.[CH3:15][S:16](Cl)(=[O:18])=[O:17].C(=O)([O-])[O-].[Na+].[Na+]. The catalyst class is: 2. Product: [O:1]1[CH2:5][CH2:4][CH:3]([CH2:6][O:7][S:16]([CH3:15])(=[O:18])=[O:17])[CH2:2]1.